Dataset: Full USPTO retrosynthesis dataset with 1.9M reactions from patents (1976-2016). Task: Predict the reactants needed to synthesize the given product. (1) Given the product [Cl:38][C:16]1[C:14]2[N:15]=[C:10]([NH:9][C:6]3[CH:7]=[CH:8][C:3]([C:1]#[N:2])=[CH:4][CH:5]=3)[N:11]=[C:12]([O:20][C:21]3[C:22]([CH3:30])=[CH:23][C:24]([C:25]#[N:26])=[CH:27][C:28]=3[CH3:29])[C:13]=2[N:18]([CH3:19])[CH:17]=1, predict the reactants needed to synthesize it. The reactants are: [C:1]([C:3]1[CH:8]=[CH:7][C:6]([NH:9][C:10]2[N:11]=[C:12]([O:20][C:21]3[C:28]([CH3:29])=[CH:27][C:24]([C:25]#[N:26])=[CH:23][C:22]=3[CH3:30])[C:13]3[N:18]([CH3:19])[CH:17]=[CH:16][C:14]=3[N:15]=2)=[CH:5][CH:4]=1)#[N:2].C1C(=O)N([Cl:38])C(=O)C1. (2) The reactants are: [CH2:1]([O:3][C:4]1[CH2:9][CH2:8][CH2:7][C:6](=[O:10])[CH:5]=1)[CH3:2].C1COCC1.C([N-]C(C)C)(C)C.[Li+].I[CH2:25][CH2:26][CH:27]([CH3:29])[CH3:28]. Given the product [CH2:1]([O:3][C:4]1[CH2:9][CH2:8][CH:7]([CH2:25][CH2:26][CH:27]([CH3:29])[CH3:28])[C:6](=[O:10])[CH:5]=1)[CH3:2], predict the reactants needed to synthesize it. (3) The reactants are: [CH3:1][C:2]1[N:7]([C:8]2[CH:13]=[CH:12][CH:11]=[C:10]([C:14]([F:17])([F:16])[F:15])[CH:9]=2)[C:6](=[O:18])[C:5]([C:19](O)=[O:20])=[CH:4][CH:3]=1.S(Cl)(Cl)=O.[CH:26]([S:29]([C:32]1[CH:37]=[CH:36][C:35]([CH2:38][NH2:39])=[CH:34][CH:33]=1)(=[O:31])=[O:30])([CH3:28])[CH3:27].C(N(CC)CC)C. Given the product [CH:26]([S:29]([C:32]1[CH:37]=[CH:36][C:35]([CH2:38][NH:39][C:19]([C:5]2[C:6](=[O:18])[N:7]([C:8]3[CH:13]=[CH:12][CH:11]=[C:10]([C:14]([F:16])([F:17])[F:15])[CH:9]=3)[C:2]([CH3:1])=[CH:3][CH:4]=2)=[O:20])=[CH:34][CH:33]=1)(=[O:31])=[O:30])([CH3:28])[CH3:27], predict the reactants needed to synthesize it. (4) Given the product [Cl:1][C:2]1[CH:3]=[C:4]([NH:9][CH:10]([CH3:14])[CH2:11][OH:12])[CH:5]=[CH:6][C:7]=1[Cl:8], predict the reactants needed to synthesize it. The reactants are: [Cl:1][C:2]1[CH:3]=[C:4]([NH:9][CH:10]([CH3:14])[C:11](O)=[O:12])[CH:5]=[CH:6][C:7]=1[Cl:8]. (5) Given the product [S:4]1[C:5]2[C:6](=[N:7][CH:8]=[CH:9][CH:10]=2)[CH:2]=[C:3]1[C:11]([O:13][CH3:14])=[O:12], predict the reactants needed to synthesize it. The reactants are: N[C:2]1[C:6]2=[N:7][CH:8]=[CH:9][CH:10]=[C:5]2[S:4][C:3]=1[C:11]([O:13][CH3:14])=[O:12].N([O-])=O.[Na+].O.[OH-].[Na+]. (6) Given the product [O:9]1[C:8]2[CH:7]=[CH:6][CH:5]=[C:4]([C:1]([CH3:13])([OH:3])[CH3:2])[C:12]=2[O:11][CH2:10]1, predict the reactants needed to synthesize it. The reactants are: [C:1]([C:4]1[C:12]2[O:11][CH2:10][O:9][C:8]=2[CH:7]=[CH:6][CH:5]=1)(=[O:3])[CH3:2].[CH3:13][Mg]Cl. (7) Given the product [Cl:30][C:19]1[CH:18]=[C:17]([O:16][C:10]2[C:9]3[C:14](=[CH:15][C:6]([O:5][CH2:4][CH2:3][CH2:2][N:39]4[CH2:44][CH2:43][O:42][CH2:41][CH2:40]4)=[C:7]([O:31][CH3:32])[CH:8]=3)[N:13]=[CH:12][CH:11]=2)[CH:22]=[CH:21][C:20]=1[NH:23][C:24]([NH:26][CH2:27][CH2:28][CH3:29])=[O:25], predict the reactants needed to synthesize it. The reactants are: Br[CH2:2][CH2:3][CH2:4][O:5][C:6]1[CH:15]=[C:14]2[C:9]([C:10]([O:16][C:17]3[CH:22]=[CH:21][C:20]([NH:23][C:24]([NH:26][CH2:27][CH2:28][CH3:29])=[O:25])=[C:19]([Cl:30])[CH:18]=3)=[CH:11][CH:12]=[N:13]2)=[CH:8][C:7]=1[O:31][CH3:32].C(=O)([O-])[O-].[K+].[K+].[NH:39]1[CH2:44][CH2:43][O:42][CH2:41][CH2:40]1.O. (8) The reactants are: Cl.[CH3:2][O:3][C:4](=[O:24])[CH2:5][CH2:6][CH2:7][N:8]([CH2:16][C:17]1[CH:22]=[CH:21][C:20]([Cl:23])=[CH:19][CH:18]=1)[C:9]([C:11]1([CH3:15])[CH2:14][CH2:13][NH:12]1)=[O:10].[CH3:25][C:26]1[CH:27]=[C:28]([N:33]=[C:34]=[O:35])[CH:29]=[C:30]([CH3:32])[CH:31]=1. Given the product [CH3:2][O:3][C:4](=[O:24])[CH2:5][CH2:6][CH2:7][N:8]([CH2:16][C:17]1[CH:18]=[CH:19][C:20]([Cl:23])=[CH:21][CH:22]=1)[C:9]([C:11]1([CH3:15])[CH2:14][CH2:13][N:12]1[C:34](=[O:35])[NH:33][C:28]1[CH:29]=[C:30]([CH3:32])[CH:31]=[C:26]([CH3:25])[CH:27]=1)=[O:10], predict the reactants needed to synthesize it.